The task is: Predict the reactants needed to synthesize the given product.. This data is from Full USPTO retrosynthesis dataset with 1.9M reactions from patents (1976-2016). (1) Given the product [Br:1][C:2]1[S:3][C:4]([C:12]([C:14]2[CH:22]=[C:21]3[C:17]([CH:18]=[C:19]([C:23]4[CH:28]=[CH:27][CH:26]=[CH:25][CH:24]=4)[N:20]3[CH2:30][CH2:31][CH2:32][CH2:33][N:34]3[C:38](=[O:39])[C:37]4[C:36](=[CH:43][CH:42]=[CH:41][CH:40]=4)[C:35]3=[O:44])=[CH:16][CH:15]=2)=[O:13])=[CH:5][C:6]=1[CH2:7][C:8]([O:10][CH3:11])=[O:9], predict the reactants needed to synthesize it. The reactants are: [Br:1][C:2]1[S:3][C:4]([C:12]([C:14]2[CH:22]=[C:21]3[C:17]([CH:18]=[C:19]([C:23]4[CH:28]=[CH:27][CH:26]=[CH:25][CH:24]=4)[NH:20]3)=[CH:16][CH:15]=2)=[O:13])=[CH:5][C:6]=1[CH2:7][C:8]([O:10][CH3:11])=[O:9].Br[CH2:30][CH2:31][CH2:32][CH2:33][N:34]1[C:38](=[O:39])[C:37]2=[CH:40][CH:41]=[CH:42][CH:43]=[C:36]2[C:35]1=[O:44]. (2) Given the product [Br:7][C:4]1[S:3][C:2]([N:9]([CH3:8])[CH2:10][CH2:11][NH2:12])=[N:6][CH:5]=1, predict the reactants needed to synthesize it. The reactants are: Br[C:2]1[S:3][C:4]([Br:7])=[CH:5][N:6]=1.[CH3:8][NH:9][CH2:10][CH2:11][NH2:12].ClCCCl.CCO. (3) Given the product [ClH:26].[CH3:14][NH:13][C:11]1[N:10]=[C:9]([NH:15][CH3:16])[C:7]2[N:8]=[C:3]([NH:2][CH3:1])[N:4]=[C:5]([NH:17][CH3:18])[C:6]=2[N:12]=1, predict the reactants needed to synthesize it. The reactants are: [CH3:1][NH:2][C:3]1[N:4]=[C:5]([NH:17][CH3:18])[C:6]2[N:12]=[C:11]([NH:13][CH3:14])[N:10]=[C:9]([NH:15][CH3:16])[C:7]=2[N:8]=1.Cl.C(OCC)C.Cl.[Cl:26]C1N=C(NCCC)C2N=C(NC)N=C(NCCC)C=2N=1. (4) Given the product [CH3:1][S:2]([O:5][CH2:6][CH2:7][C:8]1[CH:13]=[CH:12][CH:11]=[C:10]([Br:17])[CH:9]=1)(=[O:4])=[O:3], predict the reactants needed to synthesize it. The reactants are: [CH3:1][S:2]([O:5][CH2:6][CH2:7][C:8]1[CH:13]=[CH:12][CH:11]=[C:10]([N+]([O-])=O)[CH:9]=1)(=[O:4])=[O:3].[Br:17]C1C=C(CCO)C=CC=1. (5) The reactants are: [N+:1]([C:4]1[CH:9]=[CH:8][C:7]([N:10]=[C:11]=[O:12])=[CH:6][CH:5]=1)([O-:3])=[O:2].[NH2:13][C:14]1[CH:19]=[CH:18][N:17]=[CH:16][CH:15]=1. Given the product [N+:1]([C:4]1[CH:5]=[CH:6][C:7]([NH:10][C:11]([NH:13][C:14]2[CH:19]=[CH:18][N:17]=[CH:16][CH:15]=2)=[O:12])=[CH:8][CH:9]=1)([O-:3])=[O:2], predict the reactants needed to synthesize it. (6) Given the product [C:1]([O:11][CH:12]([C:14]([C:17]([O-:19])=[O:18])([F:16])[F:15])[F:13])([C:4]([C:7]([F:8])([F:10])[F:9])([F:6])[F:5])([F:3])[F:2].[NH4+:22], predict the reactants needed to synthesize it. The reactants are: [C:1]([O:11][CH:12]([C:14]([C:17]([O:19]C)=[O:18])([F:16])[F:15])[F:13])([C:4]([C:7]([F:10])([F:9])[F:8])([F:6])[F:5])([F:3])[F:2].[OH-].[NH4+:22]. (7) Given the product [CH:19]1[C:14]2[CH2:13][C@H:12]3[N:2]([CH2:1][CH:23]4[CH2:25][CH2:24]4)[CH2:3][CH2:4][C@:5]45[C@H:6]([C:7]([CH2:9][CH2:10][C@@:11]34[OH:22])=[O:8])[O:21][C:16]([C:15]=25)=[C:17]([OH:20])[CH:18]=1, predict the reactants needed to synthesize it. The reactants are: [CH3:1][N:2]1[C@@H:12]2[CH2:13][C:14]3[CH:19]=[CH:18][C:17]([OH:20])=[C:16]4[O:21][C@H:6]5[C:7]([CH:9]=[CH:10][C@:11]2([OH:22])[C@:5]5([C:15]=34)[CH2:4][CH2:3]1)=[O:8].[CH2:23]1[CH:25](C(O)C#N)[CH2:24]1.[H][H]. (8) The reactants are: [CH3:1][C:2]1[C:6]([C:7]2[O:8][C:9]3[CH:15]=[CH:14][C:13]([CH2:16][C:17]([OH:19])=O)=[CH:12][C:10]=3[N:11]=2)=[C:5]([CH3:20])[O:4][N:3]=1.C(Cl)CCl.C1C=CC2N(O)N=NC=2C=1.[CH3:35][C:36]1[CH:41]=[C:40]([CH3:42])[CH:39]=[CH:38][C:37]=1[CH:43]([C:45]1[CH:50]=[CH:49][CH:48]=[CH:47][CH:46]=1)[NH2:44]. Given the product [CH3:1][C:2]1[C:6]([C:7]2[O:8][C:9]3[CH:15]=[CH:14][C:13]([CH2:16][C:17]([NH:44][CH:43]([C:37]4[CH:38]=[CH:39][C:40]([CH3:42])=[CH:41][C:36]=4[CH3:35])[C:45]4[CH:46]=[CH:47][CH:48]=[CH:49][CH:50]=4)=[O:19])=[CH:12][C:10]=3[N:11]=2)=[C:5]([CH3:20])[O:4][N:3]=1, predict the reactants needed to synthesize it. (9) The reactants are: Cl[C:2]([O:4][C:5]1[CH:10]=[CH:9][CH:8]=[CH:7][CH:6]=1)=[O:3].[C:11]([C:13]1[CH:14]=[C:15]2[C:19](=[CH:20][CH:21]=1)[NH:18][C:17](=[O:22])[C:16]2([OH:32])[C:23]1[C:24]([O:29][CH2:30][CH3:31])=[N:25][CH:26]=[CH:27][CH:28]=1)#[N:12].ClCCl.[CH3:36][OH:37]. Given the product [C:11]([C:13]1[CH:14]=[C:15]2[C:19](=[CH:20][CH:21]=1)[N:18]([C:2]([O:4][C:5]1[CH:10]=[CH:9][CH:8]=[CH:7][CH:6]=1)=[O:3])[C:17](=[O:22])[C:16]2([C:23]1[C:24]([O:29][CH2:30][CH3:31])=[N:25][CH:26]=[CH:27][CH:28]=1)[O:32][C:36]([O:4][C:5]1[CH:10]=[CH:9][CH:8]=[CH:7][CH:6]=1)=[O:37])#[N:12], predict the reactants needed to synthesize it.